Regression. Given a peptide amino acid sequence and an MHC pseudo amino acid sequence, predict their binding affinity value. This is MHC class II binding data. From a dataset of Peptide-MHC class II binding affinity with 134,281 pairs from IEDB. The peptide sequence is LNTKLMTRLVEDFSE. The MHC is DRB1_0101 with pseudo-sequence DRB1_0101. The binding affinity (normalized) is 0.630.